This data is from Reaction yield outcomes from USPTO patents with 853,638 reactions. The task is: Predict the reaction yield, written as a fraction of the theoretical maximum amount of product (1.0 means a 100% yield; for example, 0.34 means a 34% yield). (1) The reactants are Br[C:2]1[CH:3]=[N:4][C:5]([S:8]([CH3:11])(=[O:10])=[O:9])=[N:6][CH:7]=1.[C:12]1([C:18]#[CH:19])[CH:17]=[CH:16][CH:15]=[CH:14][CH:13]=1.C(N(CC)CC)C. The catalyst is C1COCC1.Cl[Pd](Cl)([P](C1C=CC=CC=1)(C1C=CC=CC=1)C1C=CC=CC=1)[P](C1C=CC=CC=1)(C1C=CC=CC=1)C1C=CC=CC=1.[Cu]I.C1(P(C2C=CC=CC=2)C2C=CC=CC=2)C=CC=CC=1. The product is [CH3:11][S:8]([C:5]1[N:4]=[CH:3][C:2]([C:19]#[C:18][C:12]2[CH:17]=[CH:16][CH:15]=[CH:14][CH:13]=2)=[CH:7][N:6]=1)(=[O:10])=[O:9]. The yield is 0.570. (2) The reactants are [CH3:1][C:2]1[N:7]=[C:6]2[N:8](C3CCCCO3)[N:9]=[CH:10][C:5]2=[C:4]([C:17]2[C:18]([NH:23][C:24]3[C:25]4[C:29]([CH:30]=[CH:31][CH:32]=3)=[N:28][N:27](C3CCCCO3)[CH:26]=4)=[N:19][CH:20]=[CH:21][CH:22]=2)[N:3]=1.C12(CS(O)(=O)=O)C(C)(C)C(CC1)CC2=O. The catalyst is C(Cl)Cl.CO. The product is [CH3:1][C:2]1[N:7]=[C:6]2[NH:8][N:9]=[CH:10][C:5]2=[C:4]([C:17]2[C:18]([NH:23][C:24]3[C:25]4[CH:26]=[N:27][NH:28][C:29]=4[CH:30]=[CH:31][CH:32]=3)=[N:19][CH:20]=[CH:21][CH:22]=2)[N:3]=1. The yield is 0.870. (3) The reactants are Br[C:2]1[CH:3]=[C:4]2[C:9](=[CH:10][CH:11]=1)[N:8]=[CH:7][C:6]([C:12]([CH:14]1[CH2:16][CH2:15]1)=[O:13])=[C:5]2[NH:17][C:18]1[CH:19]=[CH:20][C:21]([N:24]2[CH2:29][CH2:28][N:27](C(OC(C)(C)C)=O)[CH2:26][CH2:25]2)=[N:22][CH:23]=1.[Cl:37][C:38]1[CH:43]=[C:42](B2OC(C)(C)C(C)(C)O2)[CH:41]=[C:40]([F:53])[C:39]=1[OH:54]. No catalyst specified. The product is [Cl:37][C:38]1[CH:43]=[C:42]([C:2]2[CH:3]=[C:4]3[C:9](=[CH:10][CH:11]=2)[N:8]=[CH:7][C:6]([C:12]([CH:14]2[CH2:15][CH2:16]2)=[O:13])=[C:5]3[NH:17][C:18]2[CH:23]=[N:22][C:21]([N:24]3[CH2:29][CH2:28][NH:27][CH2:26][CH2:25]3)=[CH:20][CH:19]=2)[CH:41]=[C:40]([F:53])[C:39]=1[OH:54]. The yield is 0.530. (4) The reactants are [Cl:1][C:2]1[N:7]=[C:6]([OH:8])[CH:5]=[C:4]([Cl:9])[N:3]=1.C([O-])([O-])=O.[K+].[K+].I[CH2:17][CH3:18]. The catalyst is CN(C=O)C.CC(=O)OCC. The product is [Cl:1][C:2]1[N:7]([CH2:17][CH3:18])[C:6](=[O:8])[CH:5]=[C:4]([Cl:9])[N:3]=1. The yield is 0.280. (5) The product is [Cl:1][C:2]1[CH:7]=[CH:6][C:5]([CH3:8])=[CH:4][C:3]=1[O:9][CH3:12]. The yield is 0.890. The reactants are [Cl:1][C:2]1[CH:7]=[CH:6][C:5]([CH3:8])=[CH:4][C:3]=1[OH:9].CI.[C:12]([O-])([O-])=O.[K+].[K+]. The catalyst is CC#N.